This data is from NCI-60 drug combinations with 297,098 pairs across 59 cell lines. The task is: Regression. Given two drug SMILES strings and cell line genomic features, predict the synergy score measuring deviation from expected non-interaction effect. (1) Drug 1: C1CCC(CC1)NC(=O)N(CCCl)N=O. Drug 2: CC12CCC3C(C1CCC2OP(=O)(O)O)CCC4=C3C=CC(=C4)OC(=O)N(CCCl)CCCl.[Na+]. Cell line: NCI/ADR-RES. Synergy scores: CSS=0.250, Synergy_ZIP=-3.99, Synergy_Bliss=-7.75, Synergy_Loewe=-11.7, Synergy_HSA=-9.04. (2) Drug 1: C1C(C(OC1N2C=NC3=C(N=C(N=C32)Cl)N)CO)O. Drug 2: C(CC(=O)O)C(=O)CN.Cl. Cell line: MOLT-4. Synergy scores: CSS=75.1, Synergy_ZIP=0.854, Synergy_Bliss=0.321, Synergy_Loewe=-4.49, Synergy_HSA=1.25. (3) Drug 1: C1C(C(OC1N2C=NC3=C2NC=NCC3O)CO)O. Drug 2: CC12CCC3C(C1CCC2OP(=O)(O)O)CCC4=C3C=CC(=C4)OC(=O)N(CCCl)CCCl.[Na+]. Cell line: NCI-H226. Synergy scores: CSS=-1.75, Synergy_ZIP=-0.0840, Synergy_Bliss=0.550, Synergy_Loewe=-1.29, Synergy_HSA=-2.41. (4) Drug 2: CC1CCCC2(C(O2)CC(NC(=O)CC(C(C(=O)C(C1O)C)(C)C)O)C(=CC3=CSC(=N3)C)C)C. Drug 1: CC1=CC2C(CCC3(C2CCC3(C(=O)C)OC(=O)C)C)C4(C1=CC(=O)CC4)C. Synergy scores: CSS=-2.04, Synergy_ZIP=0.361, Synergy_Bliss=0.305, Synergy_Loewe=-7.56, Synergy_HSA=-3.87. Cell line: RXF 393. (5) Drug 1: CCC1=CC2CC(C3=C(CN(C2)C1)C4=CC=CC=C4N3)(C5=C(C=C6C(=C5)C78CCN9C7C(C=CC9)(C(C(C8N6C)(C(=O)OC)O)OC(=O)C)CC)OC)C(=O)OC.C(C(C(=O)O)O)(C(=O)O)O. Drug 2: C1C(C(OC1N2C=C(C(=O)NC2=O)F)CO)O. Cell line: NCIH23. Synergy scores: CSS=36.3, Synergy_ZIP=-4.35, Synergy_Bliss=-2.19, Synergy_Loewe=-1.82, Synergy_HSA=0.812. (6) Drug 1: CCCS(=O)(=O)NC1=C(C(=C(C=C1)F)C(=O)C2=CNC3=C2C=C(C=N3)C4=CC=C(C=C4)Cl)F. Drug 2: C(=O)(N)NO. Cell line: NCIH23. Synergy scores: CSS=-0.329, Synergy_ZIP=0.731, Synergy_Bliss=-1.27, Synergy_Loewe=-4.66, Synergy_HSA=-4.94. (7) Drug 1: CC1C(C(=O)NC(C(=O)N2CCCC2C(=O)N(CC(=O)N(C(C(=O)O1)C(C)C)C)C)C(C)C)NC(=O)C3=C4C(=C(C=C3)C)OC5=C(C(=O)C(=C(C5=N4)C(=O)NC6C(OC(=O)C(N(C(=O)CN(C(=O)C7CCCN7C(=O)C(NC6=O)C(C)C)C)C)C(C)C)C)N)C. Drug 2: C(CC(=O)O)C(=O)CN.Cl. Cell line: COLO 205. Synergy scores: CSS=40.5, Synergy_ZIP=-5.02, Synergy_Bliss=-2.48, Synergy_Loewe=-16.7, Synergy_HSA=-3.19.